From a dataset of Full USPTO retrosynthesis dataset with 1.9M reactions from patents (1976-2016). Predict the reactants needed to synthesize the given product. (1) Given the product [C:1]([O:5][C:6]([N:8]1[CH2:13][CH2:12][C@H:11]([NH:14][C:15]([O:17][CH2:18][C:19]2[CH:20]=[CH:21][CH:22]=[CH:23][CH:24]=2)=[O:16])[C@H:10]([NH:25][C:32]([C:30]2[S:31][C:27]([Cl:26])=[CH:28][CH:29]=2)=[O:33])[CH2:9]1)=[O:7])([CH3:4])([CH3:2])[CH3:3], predict the reactants needed to synthesize it. The reactants are: [C:1]([O:5][C:6]([N:8]1[CH2:13][CH2:12][C@H:11]([NH:14][C:15]([O:17][CH2:18][C:19]2[CH:24]=[CH:23][CH:22]=[CH:21][CH:20]=2)=[O:16])[C@H:10]([NH2:25])[CH2:9]1)=[O:7])([CH3:4])([CH3:3])[CH3:2].[Cl:26][C:27]1[S:31][C:30]([C:32](Cl)=[O:33])=[CH:29][CH:28]=1.CCN(CC)CC.C(Cl)Cl. (2) Given the product [CH2:11]([N:18]1[CH:22]2[CH2:21][CH2:20][CH:19]1[C:29]([OH:31])=[C:24]([C:25]([O:27][CH3:28])=[O:26])[CH2:23]2)[C:12]1[CH:13]=[CH:14][CH:15]=[CH:16][CH:17]=1, predict the reactants needed to synthesize it. The reactants are: [Li+].C[Si]([N-][Si](C)(C)C)(C)C.[CH2:11]([N:18]1[C@@H:22]([CH2:23][CH2:24][C:25]([O:27][CH3:28])=[O:26])[CH2:21][CH2:20][C@H:19]1[C:29]([O:31]C)=O)[C:12]1[CH:17]=[CH:16][CH:15]=[CH:14][CH:13]=1.CCOC(C)=O.P([O-])([O-])([O-])=O. (3) Given the product [C:1]1([C:15]2[CH:20]=[CH:19][CH:18]=[CH:17][CH:16]=2)[CH:6]=[CH:5][C:4]([C:7]([O:12][CH2:13][CH3:14])([CH3:11])[C:8]([NH:28][CH2:27][C:26]2[CH:29]=[CH:30][C:23]([C:22]#[N:21])=[CH:24][CH:25]=2)=[O:10])=[CH:3][CH:2]=1, predict the reactants needed to synthesize it. The reactants are: [C:1]1([C:15]2[CH:20]=[CH:19][CH:18]=[CH:17][CH:16]=2)[CH:6]=[CH:5][C:4]([C:7]([O:12][CH2:13][CH3:14])([CH3:11])[C:8]([OH:10])=O)=[CH:3][CH:2]=1.[NH2:21][CH2:22][C:23]1[CH:30]=[CH:29][C:26]([C:27]#[N:28])=[CH:25][CH:24]=1. (4) Given the product [Br:1][C:2]1[CH:3]=[CH:4][C:5]2[O:12][CH2:9][C:8](=[O:11])[C:6]=2[CH:7]=1, predict the reactants needed to synthesize it. The reactants are: [Br:1][C:2]1[CH:3]=[CH:4][C:5]([OH:12])=[C:6]([C:8](=[O:11])[CH2:9]Cl)[CH:7]=1.C([O-])(=O)C.[Na+].